This data is from Catalyst prediction with 721,799 reactions and 888 catalyst types from USPTO. The task is: Predict which catalyst facilitates the given reaction. (1) Reactant: [CH2:1]([OH:7])[CH2:2][CH2:3][CH2:4][CH:5]=[CH2:6].[N+:8]([C:11]1[CH:19]=[CH:18][C:14]([C:15](Cl)=[O:16])=[CH:13][CH:12]=1)([O-:10])=[O:9].C(N(CC)CC)C. Product: [N+:8]([C:11]1[CH:19]=[CH:18][C:14]([C:15]([O:7][CH2:1][CH2:2][CH2:3][CH2:4][CH:5]=[CH2:6])=[O:16])=[CH:13][CH:12]=1)([O-:10])=[O:9]. The catalyst class is: 4. (2) Reactant: Cl[CH2:2][C:3]1[CH:8]=[CH:7][C:6]([CH2:9][OH:10])=[CH:5][CH:4]=1.[CH2:11]([NH:13][CH2:14][CH2:15][CH3:16])[CH3:12].[I-].[K+].C([O-])([O-])=O.[K+].[K+]. Product: [CH2:11]([N:13]([CH2:2][C:3]1[CH:8]=[CH:7][C:6]([CH2:9][OH:10])=[CH:5][CH:4]=1)[CH2:14][CH2:15][CH3:16])[CH3:12]. The catalyst class is: 10.